This data is from Full USPTO retrosynthesis dataset with 1.9M reactions from patents (1976-2016). The task is: Predict the reactants needed to synthesize the given product. (1) Given the product [ClH:26].[F:37][C:30]1[C:31]([C:33]([OH:36])([CH3:35])[CH3:34])=[N:32][C:27]([N:15]2[CH2:14][C@@H:13]3[C@@:8]([C:2]4[CH:3]=[CH:4][CH:5]=[CH:6][CH:7]=4)([N:9]=[C:10]([NH:17][C:18](=[O:25])[C:19]4[CH:20]=[CH:21][CH:22]=[CH:23][CH:24]=4)[S:11][CH2:12]3)[CH2:16]2)=[N:28][C:29]=1[CH3:38], predict the reactants needed to synthesize it. The reactants are: Cl.[C:2]1([C@:8]23[CH2:16][NH:15][CH2:14][C@H:13]2[CH2:12][S:11][C:10]([NH:17][C:18](=[O:25])[C:19]2[CH:24]=[CH:23][CH:22]=[CH:21][CH:20]=2)=[N:9]3)[CH:7]=[CH:6][CH:5]=[CH:4][CH:3]=1.[Cl:26][C:27]1[N:32]=[C:31]([C:33]([OH:36])([CH3:35])[CH3:34])[C:30]([F:37])=[CH:29][N:28]=1.[CH:38](N(C(C)C)CC)(C)C.[OH-].[Li+]. (2) Given the product [CH3:21][CH:20]([CH3:22])[CH2:19][C@H:18]([N:23]1[CH2:28][CH2:27][CH2:25][CH2:24]1)[C:17]([NH:16][C@H:13]1[C@H:11]2[C@H:10]([CH2:9][N:8]([C:35](=[O:36])[C:34]3[CH:38]=[CH:39][CH:40]=[C:32]([C:31]([F:42])([F:41])[F:30])[CH:33]=3)[CH2:12]2)[CH2:15][CH2:14]1)=[O:29], predict the reactants needed to synthesize it. The reactants are: C([N:8]1[CH2:12][C@H:11]2[C@H:13]([NH:16][C:17](=[O:29])[C@@H:18]([N:23]3[CH2:28][CH2:27]O[CH2:25][CH2:24]3)[CH2:19][CH:20]([CH3:22])[CH3:21])[CH2:14][CH2:15][C@H:10]2[CH2:9]1)C1C=CC=CC=1.[F:30][C:31]([F:42])([F:41])[C:32]1[CH:33]=[C:34]([CH:38]=[CH:39][CH:40]=1)[C:35](Cl)=[O:36].FC(F)(F)C1C=C(S(Cl)(=O)=O)C=CC=1.